This data is from Full USPTO retrosynthesis dataset with 1.9M reactions from patents (1976-2016). The task is: Predict the reactants needed to synthesize the given product. (1) Given the product [Cl:1][C:2]1[CH:11]=[C:10]([CH:12]([N:17]2[CH2:21][CH2:20][C@@H:19]([F:22])[CH2:18]2)[CH2:13][OH:14])[C:9]([Cl:23])=[C:8]2[C:3]=1[CH2:4][CH2:5][N:6]([CH2:25][C:26]1[C:27](=[O:34])[NH:28][C:29]([CH3:33])=[CH:30][C:31]=1[CH3:32])[C:7]2=[O:24], predict the reactants needed to synthesize it. The reactants are: [Cl:1][C:2]1[CH:11]=[C:10]([CH:12]([N:17]2[CH2:21][CH2:20][C@@H:19]([F:22])[CH2:18]2)[C:13](OC)=[O:14])[C:9]([Cl:23])=[C:8]2[C:3]=1[CH2:4][CH2:5][N:6]([CH2:25][C:26]1[C:27](=[O:34])[NH:28][C:29]([CH3:33])=[CH:30][C:31]=1[CH3:32])[C:7]2=[O:24].[BH4-].[Li+]. (2) Given the product [Br:1][C:2]1[CH:3]=[C:4]2[C:9](=[CH:10][CH:11]=1)[N:8]=[CH:7][C:6]([C:12](=[O:14])[CH3:13])=[C:5]2[NH:28][C@H:25]1[CH2:26][CH2:27][C@H:22]([CH2:21][N:19]([CH3:20])[CH3:18])[CH2:23][CH2:24]1, predict the reactants needed to synthesize it. The reactants are: [Br:1][C:2]1[CH:3]=[C:4]2[C:9](=[CH:10][CH:11]=1)[N:8]=[CH:7][C:6]([C:12](=[O:14])[CH3:13])=[C:5]2Cl.Cl.Cl.[CH3:18][N:19]([CH2:21][C@H:22]1[CH2:27][CH2:26][C@H:25]([NH2:28])[CH2:24][CH2:23]1)[CH3:20]. (3) The reactants are: [C:1]1([NH:11][C:12](=[O:32])[O:13][CH2:14][C@H:15]2[CH2:19][C@@H:18]([NH:20][S:21]([C:24]3[CH:29]=[C:28]([Br:30])[CH:27]=[CH:26][C:25]=3[Br:31])(=[O:23])=[O:22])[CH2:17][NH:16]2)[C:10]2[C:5](=[CH:6][CH:7]=[CH:8][CH:9]=2)[CH:4]=[CH:3][CH:2]=1.C[CH2:34][N:35](C(C)C)C(C)C.BrC#N.C(O)C(N)(CO)CO. Given the product [C:1]1([NH:11][C:12](=[O:32])[O:13][CH2:14][C@H:15]2[CH2:19][C@@H:18]([NH:20][S:21]([C:24]3[CH:29]=[C:28]([Br:30])[CH:27]=[CH:26][C:25]=3[Br:31])(=[O:22])=[O:23])[CH2:17][N:16]2[C:34]#[N:35])[C:10]2[C:5](=[CH:6][CH:7]=[CH:8][CH:9]=2)[CH:4]=[CH:3][CH:2]=1, predict the reactants needed to synthesize it. (4) The reactants are: [C:1]1([S:7]([N:10]2[C:14]3=[N:15][CH:16]=[C:17]([CH3:19])[CH:18]=[C:13]3[CH:12]=[C:11]2[C:20](=[O:27])[CH2:21][CH:22]2[CH2:26][CH2:25][CH2:24][CH2:23]2)(=[O:9])=[O:8])[CH:6]=[CH:5][CH:4]=[CH:3][CH:2]=1.C[Si]([N-][Si](C)(C)C)(C)C.[Li+].[C:38]1([CH3:58])[CH:43]=[CH:42][C:41]([S:44](O[S:44]([C:41]2[CH:42]=[CH:43][C:38]([CH3:58])=[CH:39][CH:40]=2)(=[O:46])=[O:45])(=[O:46])=[O:45])=[CH:40][CH:39]=1. Given the product [C:1]1([S:7]([N:10]2[C:14]3=[N:15][CH:16]=[C:17]([CH3:19])[CH:18]=[C:13]3[CH:12]=[C:11]2[C:20]([O:27][S:44]([C:41]2[CH:42]=[CH:43][C:38]([CH3:58])=[CH:39][CH:40]=2)(=[O:46])=[O:45])=[CH:21][CH:22]2[CH2:26][CH2:25][CH2:24][CH2:23]2)(=[O:8])=[O:9])[CH:6]=[CH:5][CH:4]=[CH:3][CH:2]=1, predict the reactants needed to synthesize it. (5) Given the product [OH:13][CH2:12][CH2:11][CH2:10][C:3]1[C:4]2[C:9](=[CH:8][CH:7]=[CH:6][CH:5]=2)[NH:1][CH:2]=1, predict the reactants needed to synthesize it. The reactants are: [NH:1]1[C:9]2[C:4](=[CH:5][CH:6]=[CH:7][CH:8]=2)[C:3]([CH2:10][CH2:11][C:12](OC)=[O:13])=[CH:2]1.CC(C[AlH]CC(C)C)C. (6) Given the product [C:1]([O:5][C:6]([N:8]1[CH2:13][C@@H:12]([C:14](=[O:37])[NH:15][CH2:16][C:17]2([CH2:31][CH2:32][CH2:33][CH2:34][O:35][CH3:36])[C:30]3[CH:29]=[CH:28][CH:27]=[CH:26][C:25]=3[O:24][C:23]3[C:18]2=[CH:19][CH:20]=[CH:21][CH:22]=3)[CH2:11][C@@H:10]([NH:38][S:39]([C:42]2[CH:47]=[CH:46][C:45]([CH2:48][CH2:49][CH2:50][N:57]([CH3:58])[CH3:56])=[CH:44][CH:43]=2)(=[O:40])=[O:41])[CH2:9]1)=[O:7])([CH3:3])([CH3:4])[CH3:2], predict the reactants needed to synthesize it. The reactants are: [C:1]([O:5][C:6]([N:8]1[CH2:13][C@@H:12]([C:14](=[O:37])[NH:15][CH2:16][C:17]2([CH2:31][CH2:32][CH2:33][CH2:34][O:35][CH3:36])[C:30]3[CH:29]=[CH:28][CH:27]=[CH:26][C:25]=3[O:24][C:23]3[C:18]2=[CH:19][CH:20]=[CH:21][CH:22]=3)[CH2:11][C@@H:10]([NH:38][S:39]([C:42]2[CH:47]=[CH:46][C:45]([CH2:48][CH2:49][CH2:50]OS(C)(=O)=O)=[CH:44][CH:43]=2)(=[O:41])=[O:40])[CH2:9]1)=[O:7])([CH3:4])([CH3:3])[CH3:2].[CH3:56][NH:57][CH3:58]. (7) Given the product [F:24][C:2]1([F:1])[CH2:3][CH2:4][CH:5]([C:8]([N:10]2[CH2:15][CH2:14][NH:13][CH2:12][C@@H:11]2[CH3:23])=[O:9])[CH2:6][CH2:7]1, predict the reactants needed to synthesize it. The reactants are: [F:1][C:2]1([F:24])[CH2:7][CH2:6][CH:5]([C:8]([N:10]2[CH2:15][CH2:14][N:13](C(OC(C)(C)C)=O)[CH2:12][C@H:11]2[CH3:23])=[O:9])[CH2:4][CH2:3]1.FC(F)(F)C(O)=O.C([O-])([O-])=O.[K+].[K+].